Task: Predict the product of the given reaction.. Dataset: Forward reaction prediction with 1.9M reactions from USPTO patents (1976-2016) (1) Given the reactants Br[C:2]1[CH:8]=[C:7]([F:9])[CH:6]=[CH:5][C:3]=1N.[CH3:10][S:11]([C:14]1[CH:19]=[CH:18][C:17](B(O)O)=[CH:16][CH:15]=1)(=[O:13])=[O:12].CC1C(P(C2C(C)=CC(C)=C(S([O-])(=O)=O)C=2)C2C(C)=CC(C)=C(S([O-])(=O)=O)C=2)=CC(S([O-])(=O)=O)=C(C)C=1.O.[Na+].[Na+].[Na+].C([NH:67]C(C)C)(C)C, predict the reaction product. The product is: [F:9][C:7]1[CH:8]=[C:2]([NH2:67])[C:3]([C:17]2[CH:18]=[CH:19][C:14]([S:11]([CH3:10])(=[O:13])=[O:12])=[CH:15][CH:16]=2)=[CH:5][CH:6]=1. (2) Given the reactants C1([CH:7]([NH:19][C:20]2[N:25]=[CH:24][C:23]([C:26]([OH:28])=O)=[CH:22][CH:21]=2)[C:8]2[O:9][C:10]3[CH:17]=[CH:16][C:15]([F:18])=[CH:14][C:11]=3[C:12]=2[CH3:13])CCCCC1.[CH3:29][NH:30][CH2:31][CH2:32][C:33]([O:35][CH2:36][CH3:37])=[O:34].O.ON1[C:44]2[CH:45]=[CH:46][CH:47]=[CH:48][C:43]=2N=N1.Cl.C(N=C=NCCCN(C)C)C.[Cl-].[NH4+], predict the reaction product. The product is: [CH:43]1([CH:7]([NH:19][C:20]2[N:25]=[CH:24][C:23]([C:26]([N:30]([CH3:29])[CH2:31][CH2:32][C:33]([O:35][CH2:36][CH3:37])=[O:34])=[O:28])=[CH:22][CH:21]=2)[C:8]2[O:9][C:10]3[CH:17]=[CH:16][C:15]([F:18])=[CH:14][C:11]=3[C:12]=2[CH3:13])[CH2:48][CH2:47][CH2:46][CH2:45][CH2:44]1. (3) Given the reactants Br[C:2]1[CH:3]=[C:4]([C:9]2[N:10]=[N:11][N:12]([CH3:14])[N:13]=2)[CH:5]=[CH:6][C:7]=1[Cl:8].B1(B2OC(C)(C)C(C)(C)O2)OC(C)(C)C(C)(C)O1.CC([O-])=O.[K+].Br[C:39]1[N:40]=[CH:41][C:42]([NH2:45])=[N:43][CH:44]=1.C([O-])([O-])=O.[K+].[K+], predict the reaction product. The product is: [Cl:8][C:7]1[CH:6]=[CH:5][C:4]([C:9]2[N:10]=[N:11][N:12]([CH3:14])[N:13]=2)=[CH:3][C:2]=1[C:39]1[N:40]=[CH:41][C:42]([NH2:45])=[N:43][CH:44]=1. (4) The product is: [N:14]([C@@H:11]1[CH2:12][CH2:13][N:8]([C:6]([O:5][C:1]([CH3:4])([CH3:2])[CH3:3])=[O:7])[CH2:9][C@H:10]1[O:17][CH3:19])=[N+:15]=[N-:16]. Given the reactants [C:1]([O:5][C:6]([N:8]1[CH2:13][CH2:12][C@@H:11]([N:14]=[N+:15]=[N-:16])[C@H:10]([OH:17])[CH2:9]1)=[O:7])([CH3:4])([CH3:3])[CH3:2].I[CH3:19].[H-].[Na+], predict the reaction product. (5) Given the reactants [C:1]([N:8]1[C:16]2[C:11](=[CH:12][C:13]([OH:17])=[CH:14][CH:15]=2)[CH:10]=[CH:9]1)([O:3][C:4]([CH3:7])([CH3:6])[CH3:5])=[O:2].[N:18]1([CH2:24][CH2:25][CH2:26]O)[CH2:23][CH2:22][CH2:21][CH2:20][CH2:19]1.C1(C)C=CC=CC=1.C(C=P(CCCC)(CCCC)CCCC)#N, predict the reaction product. The product is: [N:18]1([CH2:24][CH2:25][CH2:26][O:17][C:13]2[CH:12]=[C:11]3[C:16](=[CH:15][CH:14]=2)[N:8]([C:1]([O:3][C:4]([CH3:7])([CH3:6])[CH3:5])=[O:2])[CH:9]=[CH:10]3)[CH2:23][CH2:22][CH2:21][CH2:20][CH2:19]1. (6) Given the reactants [H-].[Na+].[Cl:3][C:4]1[CH:5]=[CH:6][C:7]([CH3:17])=[C:8]([C:10]2[C:11]([C:15]#[N:16])=[CH:12][NH:13][CH:14]=2)[CH:9]=1.[Cl:18][C:19]1[CH:24]=[C:23](Cl)[N:22]=[CH:21][N:20]=1.[NH4+].[Cl-], predict the reaction product. The product is: [Cl:3][C:4]1[CH:5]=[CH:6][C:7]([CH3:17])=[C:8]([C:10]2[C:11]([C:15]#[N:16])=[CH:12][N:13]([C:23]3[CH:24]=[C:19]([Cl:18])[N:20]=[CH:21][N:22]=3)[CH:14]=2)[CH:9]=1.